From a dataset of Forward reaction prediction with 1.9M reactions from USPTO patents (1976-2016). Predict the product of the given reaction. (1) Given the reactants Cl[C:2]1[N:7]=[CH:6][C:5]([C:8]2[NH:16][C:15]3[C:14](=[O:17])[N:13]([CH2:18][CH2:19][CH3:20])[C:12](=[O:21])[NH:11][C:10]=3[N:9]=2)=[CH:4][CH:3]=1.[F:22][C:23]([F:33])([F:32])[C:24]1[CH:25]=[C:26]([CH:29]=[CH:30][CH:31]=1)[CH2:27][NH2:28], predict the reaction product. The product is: [CH2:18]([N:13]1[C:14](=[O:17])[C:15]2[NH:16][C:8]([C:5]3[CH:6]=[N:7][C:2]([NH:28][CH2:27][C:26]4[CH:29]=[CH:30][CH:31]=[C:24]([C:23]([F:22])([F:32])[F:33])[CH:25]=4)=[CH:3][CH:4]=3)=[N:9][C:10]=2[NH:11][C:12]1=[O:21])[CH2:19][CH3:20]. (2) The product is: [Br:1][C:2]1[CH:3]=[C:4]2[C@:15]3([CH2:19][S:18][C:17]([NH2:20])=[N:16]3)[C:14]3[C:9](=[CH:10][CH:11]=[C:12]([C:34]4[C:29]([F:28])=[N:30][CH:31]=[CH:32][CH:33]=4)[CH:13]=3)[O:8][C:5]2=[N:6][CH:7]=1. Given the reactants [Br:1][C:2]1[CH:3]=[C:4]2[C@:15]3([CH2:19][S:18][C:17]([NH2:20])=[N:16]3)[C:14]3[C:9](=[CH:10][CH:11]=[C:12](I)[CH:13]=3)[O:8][C:5]2=[N:6][CH:7]=1.C(=O)([O-])[O-].[K+].[K+].[F:28][C:29]1[C:34](B(O)O)=[CH:33][CH:32]=[CH:31][N:30]=1.O1CCOCC1, predict the reaction product.